From a dataset of Reaction yield outcomes from USPTO patents with 853,638 reactions. Predict the reaction yield, written as a fraction of the theoretical maximum amount of product (1.0 means a 100% yield; for example, 0.34 means a 34% yield). (1) The reactants are [NH2:1][C:2]1[CH:7]=[C:6]([F:8])[C:5]([N+:9]([O-:11])=[O:10])=[CH:4][C:3]=1[C:12]#[C:13][C:14]([CH3:22])([CH3:21])[CH2:15][C:16]([O:18][CH2:19][CH3:20])=[O:17].C(OCC)(=O)C. The catalyst is CC#N.Cl[Pd]Cl. The product is [F:8][C:6]1[CH:7]=[C:2]2[C:3]([CH:12]=[C:13]([C:14]([CH3:21])([CH3:22])[CH2:15][C:16]([O:18][CH2:19][CH3:20])=[O:17])[NH:1]2)=[CH:4][C:5]=1[N+:9]([O-:11])=[O:10]. The yield is 0.980. (2) The reactants are [CH3:1][N:2]1[CH2:6][CH2:5][CH2:4][C@H:3]1[C:7]1[CH:8]=[C:9]([CH:13]=[CH:14][C:15]#[N:16])[CH:10]=[N:11][CH:12]=1. The catalyst is CO.[Pd]. The product is [CH3:1][N:2]1[CH2:6][CH2:5][CH2:4][C@H:3]1[C:7]1[CH:8]=[C:9]([CH2:13][CH2:14][C:15]#[N:16])[CH:10]=[N:11][CH:12]=1. The yield is 0.750.